This data is from Forward reaction prediction with 1.9M reactions from USPTO patents (1976-2016). The task is: Predict the product of the given reaction. (1) Given the reactants [CH3:1][C:2]1[NH:3][C:4]([C:10]2[CH:15]=[CH:14][CH:13]=[CH:12][C:11]=2[N+:16]([O-])=O)=[CH:5][C:6]=1[C:7]([NH2:9])=[O:8].[Cl-].[NH4+].C(O)C.O1CCCC1, predict the reaction product. The product is: [NH2:16][C:11]1[CH:12]=[CH:13][CH:14]=[CH:15][C:10]=1[C:4]1[NH:3][C:2]([CH3:1])=[C:6]([C:7]([NH2:9])=[O:8])[CH:5]=1. (2) Given the reactants [C:1]([O:5][C:6]([N:8]1[C:13](=[O:14])[CH2:12][C:11](=[O:15])[CH2:10][C@H:9]1[C:16]([O:18][CH2:19][C:20]1[CH:25]=[CH:24][CH:23]=[CH:22][CH:21]=1)=[O:17])=[O:7])([CH3:4])([CH3:3])[CH3:2].[C:26]1([CH3:36])[CH:31]=[CH:30][C:29]([S:32](Cl)(=[O:34])=[O:33])=[CH:28][CH:27]=1, predict the reaction product. The product is: [C:1]([O:5][C:6]([N:8]1[C:13](=[O:14])[CH:12]=[C:11]([O:15][S:32]([C:29]2[CH:30]=[CH:31][C:26]([CH3:36])=[CH:27][CH:28]=2)(=[O:34])=[O:33])[CH2:10][C@H:9]1[C:16]([O:18][CH2:19][C:20]1[CH:25]=[CH:24][CH:23]=[CH:22][CH:21]=1)=[O:17])=[O:7])([CH3:4])([CH3:2])[CH3:3]. (3) Given the reactants [C:1]([O:5][C:6]([N:8]1[CH2:12][CH2:11][CH:10]([CH:13]([OH:18])[CH2:14][CH:15]([CH3:17])[CH3:16])[C:9]1=O)=[O:7])([CH3:4])([CH3:3])[CH3:2].[Cl:20][C:21]1[CH:26]=[CH:25][C:24](O)=[CH:23][N:22]=1.C(P(CCCC)CCCC)CCC.C1CCN(C(/N=N/C(N2CCCCC2)=O)=O)CC1.C([O-])(O)=O.[Na+], predict the reaction product. The product is: [C:1]([O:5][C:6]([N:8]1[CH2:12][CH2:11][CH:10]([CH:13]([O:18][C:24]2[CH:23]=[N:22][C:21]([Cl:20])=[CH:26][CH:25]=2)[CH2:14][CH:15]([CH3:17])[CH3:16])[CH2:9]1)=[O:7])([CH3:4])([CH3:3])[CH3:2]. (4) Given the reactants [Li+].C[Si]([N-][Si](C)(C)C)(C)C.[O:11]=[C:12]1[NH:17][C:16]([N:18]2[CH2:23][CH2:22][CH2:21][CH2:20][CH2:19]2)=[N:15][C:14]([C:24]2[CH:29]=[CH:28][C:27]([CH3:30])=[CH:26][CH:25]=2)=[C:13]1[CH:31]([CH2:36][CH2:37][CH3:38])[C:32]([O:34][CH3:35])=[O:33].[CH3:39]I.[Cl-].[NH4+], predict the reaction product. The product is: [CH3:39][N:17]1[C:12](=[O:11])[C:13]([CH:31]([CH2:36][CH2:37][CH3:38])[C:32]([O:34][CH3:35])=[O:33])=[C:14]([C:24]2[CH:25]=[CH:26][C:27]([CH3:30])=[CH:28][CH:29]=2)[N:15]=[C:16]1[N:18]1[CH2:23][CH2:22][CH2:21][CH2:20][CH2:19]1. (5) Given the reactants [C:1]([O:5][C:6]([N:8]1[CH2:13][CH2:12][NH:11][CH2:10][C@@H:9]1[CH3:14])=[O:7])([CH3:4])([CH3:3])[CH3:2].F[C:16]1[CH:24]=[CH:23][CH:22]=[CH:21][C:17]=1[C:18]([OH:20])=[O:19].C1CCN2C(=NCCC2)CC1, predict the reaction product. The product is: [C:1]([O:5][C:6]([N:8]1[CH2:13][CH2:12][N:11]([C:16]2[CH:24]=[CH:23][CH:22]=[CH:21][C:17]=2[C:18]([OH:20])=[O:19])[CH2:10][C@@H:9]1[CH3:14])=[O:7])([CH3:4])([CH3:2])[CH3:3]. (6) Given the reactants [H-].COCCO[Al+]OCCOC.[Na+].[H-].[CH2:15]([C:17]([C:28]1[CH:33]=[CH:32][C:31]([C:34]#[C:35][C:36]2([OH:43])[CH2:42][CH2:41][CH2:40][CH2:39][CH2:38][CH2:37]2)=[C:30]([CH3:44])[CH:29]=1)([C:20]1[CH:25]=[CH:24][C:23]([OH:26])=[C:22]([CH3:27])[CH:21]=1)[CH2:18][CH3:19])[CH3:16].C(OCC)(=O)C, predict the reaction product. The product is: [CH2:15]([C:17]([C:28]1[CH:33]=[CH:32][C:31](/[CH:34]=[CH:35]/[C:36]2([OH:43])[CH2:37][CH2:38][CH2:39][CH2:40][CH2:41][CH2:42]2)=[C:30]([CH3:44])[CH:29]=1)([C:20]1[CH:25]=[CH:24][C:23]([OH:26])=[C:22]([CH3:27])[CH:21]=1)[CH2:18][CH3:19])[CH3:16]. (7) Given the reactants [C:1]([C:5]1[CH:10]=[CH:9][C:8]([S:11]([NH:14][C:15]2[CH:20]=[CH:19][C:18]([Cl:21])=[CH:17][C:16]=2I)(=[O:13])=[O:12])=[CH:7][CH:6]=1)([CH3:4])([CH3:3])[CH3:2].I[C:24]1[C:32]2[C:27](=[N:28][CH:29]=[CH:30][CH:31]=2)[NH:26][N:25]=1.C[Sn](C)C.C[Sn](C)C, predict the reaction product. The product is: [C:1]([C:5]1[CH:10]=[CH:9][C:8]([S:11]([NH:14][C:15]2[CH:20]=[CH:19][C:18]([Cl:21])=[CH:17][C:16]=2[C:24]2[C:32]3[C:27](=[N:28][CH:29]=[CH:30][CH:31]=3)[NH:26][N:25]=2)(=[O:13])=[O:12])=[CH:7][CH:6]=1)([CH3:4])([CH3:3])[CH3:2]. (8) Given the reactants [Br:1][C:2]1[CH:6]=[N:5][N:4]([CH:7]([CH3:9])[CH3:8])[C:3]=1[C:10]1[CH:11]=[C:12]([NH2:18])[CH:13]=[CH:14][C:15]=1[O:16][CH3:17].[F:19][C:20]1[CH:25]=[CH:24][C:23]([N:26]=[C:27]=[O:28])=[CH:22][CH:21]=1, predict the reaction product. The product is: [Br:1][C:2]1[CH:6]=[N:5][N:4]([CH:7]([CH3:9])[CH3:8])[C:3]=1[C:10]1[CH:11]=[C:12]([NH:18][C:27]([NH:26][C:23]2[CH:24]=[CH:25][C:20]([F:19])=[CH:21][CH:22]=2)=[O:28])[CH:13]=[CH:14][C:15]=1[O:16][CH3:17]. (9) Given the reactants [Cl:1][C:2]1[CH:3]=[C:4]([C:8](=[N:37][OH:38])[C:9]2[CH:36]=[CH:35][C:12]3[N:13]([CH2:17][CH2:18][O:19][C:20]4[CH:34]=[CH:33][C:23]([O:24][C:25]([CH3:32])([CH3:31])[C:26]([O:28]CC)=[O:27])=[CH:22][CH:21]=4)[C:14](=[O:16])[S:15][C:11]=3[CH:10]=2)[CH:5]=[CH:6][CH:7]=1.[OH-].[K+].Cl, predict the reaction product. The product is: [Cl:1][C:2]1[CH:3]=[C:4]([C:8](=[N:37][OH:38])[C:9]2[CH:36]=[CH:35][C:12]3[N:13]([CH2:17][CH2:18][O:19][C:20]4[CH:34]=[CH:33][C:23]([O:24][C:25]([CH3:32])([CH3:31])[C:26]([OH:28])=[O:27])=[CH:22][CH:21]=4)[C:14](=[O:16])[S:15][C:11]=3[CH:10]=2)[CH:5]=[CH:6][CH:7]=1. (10) Given the reactants [CH3:1][O:2][C:3]1[CH:4]=[C:5]2[C:10](=[CH:11][C:12]=1[O:13][CH3:14])[N:9]=[CH:8][CH:7]=[C:6]2[O:15][C:16]1[C:22]([CH3:23])=[CH:21][C:19]([NH2:20])=[C:18]([CH3:24])[CH:17]=1.ClC(Cl)(O[C:29](=[O:35])[O:30][C:31](Cl)(Cl)Cl)Cl.[CH3:37][O:38][C:39]1C=[CH:43][CH:42]=[CH:41][C:40]=1O.C(=O)(O)[O-].[Na+], predict the reaction product. The product is: [CH3:1][O:2][C:3]1[CH:4]=[C:5]2[C:10](=[CH:11][C:12]=1[O:13][CH3:14])[N:9]=[CH:8][CH:7]=[C:6]2[O:15][C:16]1[C:22]([CH3:23])=[CH:21][C:19]([NH:20][C:29](=[O:35])[O:30][C:31]2[CH:43]=[CH:42][CH:41]=[CH:40][C:39]=2[O:38][CH3:37])=[C:18]([CH3:24])[CH:17]=1.